This data is from Full USPTO retrosynthesis dataset with 1.9M reactions from patents (1976-2016). The task is: Predict the reactants needed to synthesize the given product. (1) Given the product [NH2:27][CH2:26][CH2:25][N:24]([CH:35]([CH3:37])[CH3:36])[C:22](=[O:23])[C@@H:21]([N:18]1[CH2:19][CH2:20][C@H:16]([NH:15][S:12]([C:7]2[CH:6]=[CH:5][C:4]3[C:9](=[CH:10][CH:11]=[C:2]([Cl:1])[CH:3]=3)[CH:8]=2)(=[O:13])=[O:14])[C:17]1=[O:39])[CH3:38], predict the reactants needed to synthesize it. The reactants are: [Cl:1][C:2]1[CH:3]=[C:4]2[C:9](=[CH:10][CH:11]=1)[CH:8]=[C:7]([S:12]([NH:15][C@H:16]1[CH2:20][CH2:19][N:18]([C@@H:21]([CH3:38])[C:22]([N:24]([CH:35]([CH3:37])[CH3:36])[CH2:25][CH2:26][NH:27]C(=O)OC(C)(C)C)=[O:23])[C:17]1=[O:39])(=[O:14])=[O:13])[CH:6]=[CH:5]2.FC(F)(F)C(O)=O. (2) Given the product [S:28]([OH:32])([OH:31])(=[O:30])=[O:29].[CH3:1][C:2]1[C:7]2[C:8]([CH2:11][N:12]3[C:16]4[CH:17]=[CH:18][CH:19]=[CH:20][C:15]=4[N:14]=[C:13]3[S:21][CH2:22][CH2:23][CH2:24][C:25]([OH:27])=[O:26])=[CH:9][S:10][C:6]=2[CH:5]=[CH:4][CH:3]=1, predict the reactants needed to synthesize it. The reactants are: [CH3:1][C:2]1[C:7]2[C:8]([CH2:11][N:12]3[C:16]4[CH:17]=[CH:18][CH:19]=[CH:20][C:15]=4[N:14]=[C:13]3[S:21][CH2:22][CH2:23][CH2:24][C:25]([OH:27])=[O:26])=[CH:9][S:10][C:6]=2[CH:5]=[CH:4][CH:3]=1.[S:28](=[O:32])(=[O:31])([OH:30])[OH:29]. (3) Given the product [OH:26][C:24]1[CH:23]=[CH:22][C:21]([CH3:27])=[C:20]([NH:19][C:17]2[CH:16]=[CH:15][N:14]=[C:13]([NH:12][C:8]3[CH:7]=[C:6]([C:5]([NH:4][CH2:3][CH2:2][NH:1][C:35]([C:34]4[CH:29]=[CH:30][C:31]([C:41]5[C:42]6[C:43]([O:49][C:50]7[C:51]=5[CH:52]=[CH:53][C:54](=[O:56])[CH:55]=7)=[CH:44][C:45]([OH:48])=[CH:46][CH:47]=6)=[C:32]([CH:33]=4)[C:38]([OH:40])=[O:39])=[O:36])=[O:28])[CH:11]=[CH:10][CH:9]=3)[N:18]=2)[CH:25]=1, predict the reactants needed to synthesize it. The reactants are: [NH2:1][CH2:2][CH2:3][NH:4][C:5](=[O:28])[C:6]1[CH:11]=[CH:10][CH:9]=[C:8]([NH:12][C:13]2[N:18]=[C:17]([NH:19][C:20]3[CH:25]=[C:24]([OH:26])[CH:23]=[CH:22][C:21]=3[CH3:27])[CH:16]=[CH:15][N:14]=2)[CH:7]=1.[CH:29]1[C:34]([C:35](O)=[O:36])=[CH:33][C:32]2[C:38]([O:40][C:41]3([C:51]4[CH:52]=[CH:53][C:54]([OH:56])=[CH:55][C:50]=4[O:49][C:43]4[CH:44]=[C:45]([OH:48])[CH:46]=[CH:47][C:42]3=4)[C:31]=2[CH:30]=1)=[O:39].C(N(CC)CC)C.C(Cl)CCl.C1C=CC2N(O)N=NC=2C=1.Cl. (4) Given the product [NH2:8][C@@H:9]1[CH2:14][CH2:13][N:12]([C:15]([O:17][C:18]([CH3:20])([CH3:19])[CH3:21])=[O:16])[CH2:11][C@H:10]1[F:22], predict the reactants needed to synthesize it. The reactants are: C([NH:8][C@@H:9]1[CH2:14][CH2:13][N:12]([C:15]([O:17][C:18]([CH3:21])([CH3:20])[CH3:19])=[O:16])[CH2:11][C@H:10]1[F:22])C1C=CC=CC=1.